From a dataset of Kir2.1 potassium channel HTS with 301,493 compounds. Binary Classification. Given a drug SMILES string, predict its activity (active/inactive) in a high-throughput screening assay against a specified biological target. (1) The compound is O=C(NC(c1ccccc1)C)Cn1nc(c([N+]([O-])=O)c1C)C. The result is 0 (inactive). (2) The compound is S(=O)(=O)(Cc1oc(cc1)C(=O)NCC(OC)OC)c1c(OC)cccc1. The result is 0 (inactive). (3) The molecule is S1C=2N(C(C(=C(N2)C)C(OCC(C)C)=O)c2cc(OCC)c(OC(=O)C)cc2)C(=O)CC1. The result is 0 (inactive).